This data is from Forward reaction prediction with 1.9M reactions from USPTO patents (1976-2016). The task is: Predict the product of the given reaction. Given the reactants [F-].C([N+](CCCC)(CCCC)CCCC)CCC.[Si]([O:26][CH2:27][CH2:28][C:29]1[CH:30]=[C:31]([CH2:34][N:35]2[CH2:55][CH2:54][C:38]3([O:43][CH2:42][CH2:41][N:40]([C:44]([C:46]4[N:47]=[C:48]([CH:51]([CH3:53])[CH3:52])[S:49][CH:50]=4)=[O:45])[CH2:39]3)[CH2:37][CH2:36]2)[S:32][CH:33]=1)(C(C)(C)C)(C)C, predict the reaction product. The product is: [OH:26][CH2:27][CH2:28][C:29]1[CH:30]=[C:31]([CH2:34][N:35]2[CH2:55][CH2:54][C:38]3([O:43][CH2:42][CH2:41][N:40]([C:44]([C:46]4[N:47]=[C:48]([CH:51]([CH3:52])[CH3:53])[S:49][CH:50]=4)=[O:45])[CH2:39]3)[CH2:37][CH2:36]2)[S:32][CH:33]=1.